This data is from Forward reaction prediction with 1.9M reactions from USPTO patents (1976-2016). The task is: Predict the product of the given reaction. (1) The product is: [NH2:18][C:17]1[N:34]([C:32]2[CH:33]=[C:28]([O:27][CH2:20][C:21]3[CH:26]=[CH:25][CH:24]=[CH:23][CH:22]=3)[CH:29]=[CH:30][C:31]=2[CH3:36])[N:35]=[C:2]2[C:11]3[CH:10]=[C:9]([O:12][CH3:13])[C:8]([O:14][CH3:15])=[CH:7][C:6]=3[NH:5][C:4](=[O:16])[C:3]=12. Given the reactants Cl[C:2]1[C:11]2[C:6](=[CH:7][C:8]([O:14][CH3:15])=[C:9]([O:12][CH3:13])[CH:10]=2)[NH:5][C:4](=[O:16])[C:3]=1[C:17]#[N:18].Cl.[CH2:20]([O:27][C:28]1[CH:29]=[CH:30][C:31]([CH3:36])=[C:32]([NH:34][NH2:35])[CH:33]=1)[C:21]1[CH:26]=[CH:25][CH:24]=[CH:23][CH:22]=1.C(N(CC)CC)C.C(O)(=O)CC(CC(O)=O)(C(O)=O)O, predict the reaction product. (2) Given the reactants [C:1]([C:4]1[CH:9]=[CH:8][C:7]([N:10]2[C:14]([C:15]3[CH:20]=[CH:19][C:18]([S:21]([CH3:24])(=[O:23])=[O:22])=[CH:17][CH:16]=3)=[CH:13][CH:12]=[C:11]2[CH2:25][CH2:26][C:27]([O:29]CC)=[O:28])=[C:6]([CH3:32])[CH:5]=1)(=[O:3])[NH2:2].O.[OH-].[Li+], predict the reaction product. The product is: [C:1]([C:4]1[CH:9]=[CH:8][C:7]([N:10]2[C:14]([C:15]3[CH:20]=[CH:19][C:18]([S:21]([CH3:24])(=[O:22])=[O:23])=[CH:17][CH:16]=3)=[CH:13][CH:12]=[C:11]2[CH2:25][CH2:26][C:27]([OH:29])=[O:28])=[C:6]([CH3:32])[CH:5]=1)(=[O:3])[NH2:2]. (3) Given the reactants [CH2:1]([O:8][C:9]([NH:11][CH:12]([CH:61]([CH3:63])[CH3:62])[C:13]([NH:15][CH2:16][C:17]([O:19][CH:20]1[CH:24]([C:25](C)(C)[O:26][SiH2]C(C)(C)C)[O:23][CH:22]([N:34]2[CH:58]=[C:38]3[C:39]([NH:47][C:48]([O:50][CH2:51][O:52][C:53](=[O:57])[CH:54]([CH3:56])[CH3:55])=[O:49])=[CH:40][C:41]4[C:42](=[O:46])[NH:43][N:44]=[CH:45][C:36]([C:37]=43)=[N:35]2)[C:21]1([OH:60])[CH3:59])=[O:18])=[O:14])=[O:10])[C:2]1[CH:7]=[CH:6][CH:5]=[CH:4][CH:3]=1, predict the reaction product. The product is: [CH2:1]([O:8][C:9]([NH:11][CH:12]([CH:61]([CH3:63])[CH3:62])[C:13]([NH:15][CH2:16][C:17]([O:19][CH:20]1[CH:24]([CH2:25][OH:26])[O:23][CH:22]([N:34]2[CH:58]=[C:38]3[C:39]([NH:47][C:48]([O:50][CH2:51][O:52][C:53](=[O:57])[CH:54]([CH3:56])[CH3:55])=[O:49])=[CH:40][C:41]4[C:42](=[O:46])[NH:43][N:44]=[CH:45][C:36]([C:37]=43)=[N:35]2)[C:21]1([OH:60])[CH3:59])=[O:18])=[O:14])=[O:10])[C:2]1[CH:7]=[CH:6][CH:5]=[CH:4][CH:3]=1. (4) Given the reactants Br[C:2]1[CH:7]=[CH:6][CH:5]=[CH:4][C:3]=1[F:8].[NH:9]1[CH2:19][CH2:18][CH:12]([C:13]([O:15][CH2:16][CH3:17])=[O:14])[CH2:11][CH2:10]1.CC(C)([O-])C.[Na+].C1(P(C2C=CC=CC=2)C2C=CC3C(=CC=CC=3)C=2C2C3C(=CC=CC=3)C=CC=2P(C2C=CC=CC=2)C2C=CC=CC=2)C=CC=CC=1, predict the reaction product. The product is: [CH2:16]([O:15][C:13]([CH:12]1[CH2:18][CH2:19][N:9]([C:2]2[CH:7]=[CH:6][CH:5]=[CH:4][C:3]=2[F:8])[CH2:10][CH2:11]1)=[O:14])[CH3:17]. (5) Given the reactants [CH3:1][S:2]([O:5][C@H:6]([C:8]1[NH:9][C:10](=[O:23])[C:11]2[CH:16]=[N:15][N:14]([CH:17]3[CH2:22][CH2:21]OC[CH2:18]3)[C:12]=2[N:13]=1)[CH3:7])(=[O:4])=[O:3].O[C@H](C1NC(=O)C2C=NN(C3CCOCC3)C=2N=1)C, predict the reaction product. The product is: [CH3:1][S:2]([O:5][C@H:6]([C:8]1[NH:9][C:10](=[O:23])[C:11]2[CH:16]=[N:15][N:14]([CH:17]3[CH2:22][CH2:21][CH2:18]3)[C:12]=2[N:13]=1)[CH3:7])(=[O:3])=[O:4]. (6) The product is: [F:1][C:2]1[CH:12]=[CH:11][C:5](/[CH:6]=[CH:19]/[C:18]2[CH:21]=[CH:22][C:15]([N:14]([CH3:23])[CH3:13])=[CH:16][CH:17]=2)=[CH:4][CH:3]=1. Given the reactants [F:1][C:2]1[CH:12]=[CH:11][C:5]([CH2:6]P(=O)([O-])[O-])=[CH:4][CH:3]=1.[CH3:13][N:14]([CH3:23])[C:15]1[CH:22]=[CH:21][C:18]([CH:19]=O)=[CH:17][CH:16]=1.CC([O-])(C)C.[K+].O, predict the reaction product. (7) Given the reactants [CH:1]1([N:4]([CH2:18][C:19]2[O:20][CH:21]=[C:22]([C:24]([N:26]3[CH2:31][CH2:30][NH:29][CH2:28][CH2:27]3)=[O:25])[N:23]=2)[S:5]([C:8]2[C:13]([CH3:14])=[CH:12][C:11]([O:15][CH3:16])=[CH:10][C:9]=2[CH3:17])(=[O:7])=[O:6])[CH2:3][CH2:2]1.[N:32]1[C:41]2[C:36](=[CH:37][CH:38]=[CH:39][CH:40]=2)[CH:35]=[C:34]([CH:42]=O)[CH:33]=1.CC(O)=O, predict the reaction product. The product is: [CH:1]1([N:4]([CH2:18][C:19]2[O:20][CH:21]=[C:22]([C:24]([N:26]3[CH2:31][CH2:30][N:29]([CH2:42][C:34]4[CH:33]=[N:32][C:41]5[C:36]([CH:35]=4)=[CH:37][CH:38]=[CH:39][CH:40]=5)[CH2:28][CH2:27]3)=[O:25])[N:23]=2)[S:5]([C:8]2[C:9]([CH3:17])=[CH:10][C:11]([O:15][CH3:16])=[CH:12][C:13]=2[CH3:14])(=[O:6])=[O:7])[CH2:2][CH2:3]1.